This data is from Retrosynthesis with 50K atom-mapped reactions and 10 reaction types from USPTO. The task is: Predict the reactants needed to synthesize the given product. (1) Given the product COC(=O)N1C(=O)C2(CCCn3cncc32)c2ccc(OC)cc21, predict the reactants needed to synthesize it. The reactants are: COC(=O)Cl.COc1ccc2c(c1)NC(=O)C21CCCn2cncc21. (2) Given the product CN(C(=O)OC(C)(C)C)[C@H]1CC[C@H](OCCC(=O)O)CC1, predict the reactants needed to synthesize it. The reactants are: COC(=O)CCO[C@H]1CC[C@H](N(C)C(=O)OC(C)(C)C)CC1. (3) Given the product COc1ccc(NC(=S)NCCCCn2cncc2C)cc1OC, predict the reactants needed to synthesize it. The reactants are: COc1ccc(N=C=S)cc1OC.Cc1cncn1CCCCN. (4) Given the product Cc1ccc2c(N3CCN(CCc4cccc(N5C[C@H]6CCCN6C5=O)c4)CC3)cccc2n1, predict the reactants needed to synthesize it. The reactants are: Cc1ccc2c(N3CCN(CCc4cccc(NCC5CCCN5C(=O)OC(C)(C)C)c4)CC3)cccc2n1. (5) The reactants are: COc1ccc(Oc2ccc([N+](=O)[O-])c(C)c2)cc1. Given the product COc1ccc(Oc2ccc(N)c(C)c2)cc1, predict the reactants needed to synthesize it. (6) Given the product Cc1c(NCc2ccc(Oc3ccc(CCC(=O)O)cc3)cc2)cccc1[N+](=O)[O-], predict the reactants needed to synthesize it. The reactants are: Cc1c(N)cccc1[N+](=O)[O-].O=Cc1ccc(Oc2ccc(CCC(=O)O)cc2)cc1. (7) The reactants are: CC1OCCC1=O.Cc1cc(Br)cnc1C1=CCNCC1. Given the product Cc1cc(Br)cnc1C1=CCN([C@@H]2CCO[C@H]2C)CC1, predict the reactants needed to synthesize it.